Dataset: Catalyst prediction with 721,799 reactions and 888 catalyst types from USPTO. Task: Predict which catalyst facilitates the given reaction. (1) Reactant: C(OC([N:8]1[C:16]2[C:11](=[CH:12][CH:13]=[C:14]([NH2:17])[CH:15]=2)[C:10](=[O:18])[NH:9]1)=O)(C)(C)C.[CH:19]1([C:22]2[CH:23]=[C:24]([NH:27][C:28]3[N:33]=[C:32](Cl)[N:31]=[C:30]([Cl:35])[N:29]=3)[NH:25][N:26]=2)[CH2:21][CH2:20]1. Product: [Cl:35][C:30]1[N:29]=[C:28]([NH:27][C:24]2[NH:25][N:26]=[C:22]([CH:19]3[CH2:21][CH2:20]3)[CH:23]=2)[N:33]=[C:32]([NH:17][C:14]2[CH:15]=[C:16]3[C:11]([C:10](=[O:18])[NH:9][NH:8]3)=[CH:12][CH:13]=2)[N:31]=1. The catalyst class is: 51. (2) Reactant: [H-].[H-].[H-].[H-].[Li+].[Al+3].OC1C=CC([CH2:14][CH2:15][CH2:16][CH2:17][CH2:18][C:19]([CH3:24])([CH3:23])[C:20](O)=[O:21])=CC=1N1CC(=O)NS1(=O)=O.O. Product: [CH3:23][C:19]([CH3:24])([CH2:18][CH2:17][CH2:16][CH:15]=[CH2:14])[CH2:20][OH:21]. The catalyst class is: 1. (3) Reactant: [CH3:1][O:2][C:3]1[C:4]([CH3:22])=[C:5]([C:13]([C:15]2[CH:16]=[N:17][N:18]([CH3:21])[C:19]=2[OH:20])=[O:14])[CH:6]=[CH:7][C:8]=1[S:9]([CH3:12])(=[O:11])=[O:10].C(N(CC)CC)C.[CH3:30][CH2:31][S:32][C:33](Cl)=[O:34].C(OCC)(=O)C. Product: [CH3:1][O:2][C:3]1[C:4]([CH3:22])=[C:5]([C:13]([C:15]2[CH:16]=[N:17][N:18]([CH3:21])[C:19]=2[O:20][C:33]([S:32][CH2:31][CH3:30])=[O:34])=[O:14])[CH:6]=[CH:7][C:8]=1[S:9]([CH3:12])(=[O:10])=[O:11]. The catalyst class is: 7. (4) Reactant: [OH:1][C:2]1[CH:3]=[C:4]([CH2:10][CH:11]([O:17][CH:18]([CH3:20])[CH3:19])[C:12]([O:14]CC)=[O:13])[CH:5]=[CH:6][C:7]=1[O:8][CH3:9].[CH3:21][C:22]1[S:23][CH:24]=[C:25]([C:27]2[S:31][C:30]([S:32](Cl)(=[O:34])=[O:33])=[CH:29][CH:28]=2)[N:26]=1.C(N(CC)CC)C.C(OCC)(=O)C. Product: [CH:18]([O:17][CH:11]([CH2:10][C:4]1[CH:5]=[CH:6][C:7]([O:8][CH3:9])=[C:2]([O:1][S:32]([C:30]2[S:31][C:27]([C:25]3[N:26]=[C:22]([CH3:21])[S:23][CH:24]=3)=[CH:28][CH:29]=2)(=[O:33])=[O:34])[CH:3]=1)[C:12]([OH:14])=[O:13])([CH3:19])[CH3:20]. The catalyst class is: 4. (5) Reactant: [NH2:1][C:2]1[CH:3]=[CH:4][C:5]([CH3:21])=[C:6]([C:8]2[C:9](=[O:20])[N:10]([CH3:19])[C:11]3[C:16]([CH:17]=2)=[CH:15][N:14]=[C:13]([CH3:18])[CH:12]=3)[CH:7]=1.Cl[C:23]1[N:27]=[C:26]([C:28]2[CH:33]=[CH:32][CH:31]=[CH:30][CH:29]=2)[S:25][N:24]=1.CC1C=CC(S(O)(=O)=O)=CC=1. Product: [CH3:19][N:10]1[C:11]2[C:16](=[CH:15][N:14]=[C:13]([CH3:18])[CH:12]=2)[CH:17]=[C:8]([C:6]2[CH:7]=[C:2]([NH:1][C:23]3[N:27]=[C:26]([C:28]4[CH:33]=[CH:32][CH:31]=[CH:30][CH:29]=4)[S:25][N:24]=3)[CH:3]=[CH:4][C:5]=2[CH3:21])[C:9]1=[O:20]. The catalyst class is: 12. (6) Reactant: [Cl:1][S:2]([OH:5])(=O)=[O:3].[Br:6][C:7]1[CH:12]=[CH:11][C:10]([CH3:13])=[CH:9][CH:8]=1. Product: [Br:6][C:7]1[CH:8]=[CH:9][C:10]([CH3:13])=[C:11]([S:2]([Cl:1])(=[O:5])=[O:3])[CH:12]=1. The catalyst class is: 2. (7) Product: [NH2:22][C:17]1[N:16]=[C:15]([NH:14][CH2:13][C:12]([N:11]([CH:8]2[CH2:9][CH2:10][N:5]([CH2:4][CH:1]3[CH2:3][CH2:2]3)[CH2:6][CH2:7]2)[CH3:33])=[O:32])[C:20]([CH3:21])=[CH:19][N:18]=1. The catalyst class is: 2. Reactant: [CH:1]1([CH2:4][N:5]2[CH2:10][CH2:9][CH:8]([N:11]([CH3:33])[C:12](=[O:32])[CH2:13][NH:14][C:15]3[C:20]([CH3:21])=[CH:19][N:18]=[C:17]([NH:22]CC4C=CC(OC)=CC=4)[N:16]=3)[CH2:7][CH2:6]2)[CH2:3][CH2:2]1.FC(F)(F)C(O)=O. (8) Reactant: [C:1]1(C)[CH:6]=[CH:5][CH:4]=[CH:3][CH:2]=1.[CH2:8]([C:10](=[CH:20][S:21][C:22]1[CH:27]=[CH:26][CH:25]=[CH:24][CH:23]=1)[C:11]([NH:13][C:14]1[CH:19]=[CH:18][CH:17]=[CH:16][CH:15]=1)=O)[CH3:9].[S:28](Cl)(Cl)=O. Product: [CH2:8]([C:10](=[CH:20][S:21][C:22]1[CH:27]=[CH:26][CH:25]=[CH:24][CH:23]=1)[C:11](=[N:13][C:14]1[CH:19]=[CH:18][CH:17]=[CH:16][CH:15]=1)[S:28][C:1]1[CH:6]=[CH:5][CH:4]=[CH:3][CH:2]=1)[CH3:9]. The catalyst class is: 3. (9) Reactant: [F:1][C:2]1[CH:7]=[CH:6][CH:5]=[CH:4][C:3]=1[OH:8].[OH-].[Na+].[I:11]I.CCOC(C)=O. Product: [F:1][C:2]1[CH:7]=[C:6]([I:11])[CH:5]=[CH:4][C:3]=1[OH:8]. The catalyst class is: 24. (10) Reactant: [CH:1]1([C:6]2([N:16]([CH3:18])[CH3:17])[CH2:15][CH2:14][C:9]3(OCC[O:10]3)[CH2:8][CH2:7]2)[CH2:5][CH2:4][CH2:3][CH2:2]1. Product: [CH:1]1([C:6]2([N:16]([CH3:18])[CH3:17])[CH2:7][CH2:8][C:9](=[O:10])[CH2:14][CH2:15]2)[CH2:2][CH2:3][CH2:4][CH2:5]1. The catalyst class is: 65.